Dataset: Forward reaction prediction with 1.9M reactions from USPTO patents (1976-2016). Task: Predict the product of the given reaction. (1) Given the reactants [NH:1]1[CH2:6][CH2:5][NH:4][CH2:3][CH2:2]1.ClC[Si:9]([O:16][CH2:17][CH3:18])([O:13][CH2:14][CH3:15])[O:10][CH2:11][CH3:12].[SiH4].Cl.N1CCNC[CH2:22]1, predict the reaction product. The product is: [CH2:14]([O:13][Si:9]([O:16][CH2:17][CH3:18])([O:10][CH2:11][CH3:12])[N:1]1[CH2:6][CH2:5][NH:4][CH2:3][CH:2]1[CH3:22])[CH3:15]. (2) Given the reactants F[C:2]1[C:9]([F:10])=[CH:8][CH:7]=[CH:6][C:3]=1[C:4]#[N:5].O.[NH2:12][NH2:13], predict the reaction product. The product is: [F:10][C:9]1[CH:8]=[CH:7][CH:6]=[C:3]2[C:2]=1[NH:13][N:12]=[C:4]2[NH2:5].